Dataset: Reaction yield outcomes from USPTO patents with 853,638 reactions. Task: Predict the reaction yield, written as a fraction of the theoretical maximum amount of product (1.0 means a 100% yield; for example, 0.34 means a 34% yield). (1) The reactants are Br[C:2]1[CH:10]=[C:9]2[C:5]([CH2:6][C:7]3([CH2:15][CH:14]([O:16][CH3:17])[CH:13]([O:18][CH3:19])[CH2:12]3)[C:8]2=[O:11])=[CH:4][CH:3]=1.[C:20]([C:22]1[CH:23]=[C:24](B(O)O)[CH:25]=[CH:26][CH:27]=1)#[N:21].C(=O)([O-])[O-].[Cs+].[Cs+]. The catalyst is O1CCOCC1.O.Cl[Pd](Cl)([P](C1C=CC=CC=1)(C1C=CC=CC=1)C1C=CC=CC=1)[P](C1C=CC=CC=1)(C1C=CC=CC=1)C1C=CC=CC=1. The product is [CH3:19][O:18][CH:13]1[CH:14]([O:16][CH3:17])[CH2:15][C:7]2([CH2:6][C:5]3[C:9](=[CH:10][C:2]([C:26]4[CH:27]=[C:22]([CH:23]=[CH:24][CH:25]=4)[C:20]#[N:21])=[CH:3][CH:4]=3)[C:8]2=[O:11])[CH2:12]1. The yield is 0.970. (2) The reactants are [CH3:1][C:2]1[C:3]([NH:8][C@@H:9]2[CH2:14][CH2:13][CH2:12][N:11]([C:15]([O:17][C:18]([CH3:21])([CH3:20])[CH3:19])=[O:16])[CH2:10]2)=[N:4][CH:5]=[CH:6][CH:7]=1.[Br:22][C:23]1[CH:31]=[CH:30][C:26]([C:27](Cl)=[O:28])=[CH:25][CH:24]=1.C[Si]([N-][Si](C)(C)C)(C)C.[Li+]. The catalyst is C1COCC1. The product is [Br:22][C:23]1[CH:31]=[CH:30][C:26]([C:27]([N:8]([C:3]2[C:2]([CH3:1])=[CH:7][CH:6]=[CH:5][N:4]=2)[C@@H:9]2[CH2:14][CH2:13][CH2:12][N:11]([C:15]([O:17][C:18]([CH3:21])([CH3:20])[CH3:19])=[O:16])[CH2:10]2)=[O:28])=[CH:25][CH:24]=1. The yield is 0.500. (3) The reactants are [Br:1][C:2]1[CH:3]=[C:4]([NH:10][C:11](=[O:17])[O:12][C:13]([CH3:16])([CH3:15])[CH3:14])[CH:5]=[C:6]([CH2:8][OH:9])[CH:7]=1. The catalyst is ClCCCl.[O-2].[Mn+4].[O-2]. The product is [Br:1][C:2]1[CH:3]=[C:4]([NH:10][C:11](=[O:17])[O:12][C:13]([CH3:15])([CH3:14])[CH3:16])[CH:5]=[C:6]([CH:8]=[O:9])[CH:7]=1. The yield is 0.820. (4) The reactants are C(SCCCCCCCCC[CH:14]1[C:23]2[C:18](=[CH:19][C:20](OCOC)=[CH:21][CH:22]=2)[O:17][CH2:16][C:15]1(C1C=CC(OCOC)=CC=1)C)(=O)C.[OH-].[Na+].Cl.ClN1C(=O)CCC1=O.ClS(CCCCCCCCCC1C2C(=CC(OCOC)=CC=2)OCC1(C1C=CC(OCOC)=CC=1)C)(=O)=O.C(OC(=O)NCCCC(F)(F)C(F)(F)F)(C)(C)C.C(O)(C(F)(F)F)=O.C(N(CC)CC)C. The product is [O:17]1[C:18]2[C:23](=[CH:22][CH:21]=[CH:20][CH:19]=2)[CH2:14][CH2:15][CH2:16]1. The yield is 0.160. The catalyst is CO.C(Cl)Cl.C(OCC)(=O)C.CCCCCC.O. (5) The reactants are [Cl:1][C:2]1[CH:9]=[CH:8][C:5]([C:6]#N)=[C:4]([C:10]([F:13])([F:12])[F:11])[CH:3]=1.C(O)=[O:15].O. The catalyst is C(OCC)(=O)C.[Al].[Ni]. The product is [Cl:1][C:2]1[CH:9]=[CH:8][C:5]([CH:6]=[O:15])=[C:4]([C:10]([F:13])([F:12])[F:11])[CH:3]=1. The yield is 0.870. (6) The reactants are [Cl:1][C:2]1[C:3]([F:21])=[C:4]2[CH:10]=[CH:9][N:8]([Si](C(C)C)(C(C)C)C(C)C)[C:5]2=[N:6][CH:7]=1.CCCC[N+](CCCC)(CCCC)CCCC.[F-]. The catalyst is C1COCC1. The product is [Cl:1][C:2]1[C:3]([F:21])=[C:4]2[CH:10]=[CH:9][NH:8][C:5]2=[N:6][CH:7]=1. The yield is 0.890. (7) The reactants are Br[CH2:2][CH:3]([OH:6])[CH2:4]Br.C(=O)([O-])[O-].[Na+].[Na+].[C:13]([O:17][C:18](=[O:27])[NH:19][C@H:20]1[CH2:25][CH2:24][C@H:23]([NH2:26])[CH2:22][CH2:21]1)([CH3:16])([CH3:15])[CH3:14].N1C=CN=C1.[C:33]([Si:37]([C:45]1[CH:50]=[CH:49][CH:48]=[CH:47][CH:46]=1)([C:39]1[CH:44]=[CH:43][CH:42]=[CH:41][CH:40]=1)Cl)([CH3:36])([CH3:35])[CH3:34]. The catalyst is C(OCC)(=O)C.C(O)C. The product is [C:13]([O:17][C:18](=[O:27])[NH:19][C@H:20]1[CH2:21][CH2:22][C@H:23]([N:26]2[CH2:4][CH:3]([O:6][Si:37]([C:33]([CH3:36])([CH3:35])[CH3:34])([C:45]3[CH:46]=[CH:47][CH:48]=[CH:49][CH:50]=3)[C:39]3[CH:44]=[CH:43][CH:42]=[CH:41][CH:40]=3)[CH2:2]2)[CH2:24][CH2:25]1)([CH3:16])([CH3:14])[CH3:15]. The yield is 0.320. (8) The reactants are Cl[C:2]1[CH:9]=[CH:8][C:5]([C:6]#[N:7])=[CH:4][CH:3]=1.[CH2:10]([NH2:16])[CH2:11][CH2:12][CH2:13][CH2:14][CH3:15].CC(C)([O-])C.[Na+]. The catalyst is C1(C)C=CC=CC=1.C1C=CC(/C=C/C(/C=C/C2C=CC=CC=2)=O)=CC=1.C1C=CC(/C=C/C(/C=C/C2C=CC=CC=2)=O)=CC=1.[Pd]. The product is [CH2:10]([NH:16][C:2]1[CH:9]=[CH:8][C:5]([C:6]#[N:7])=[CH:4][CH:3]=1)[CH2:11][CH2:12][CH2:13][CH2:14][CH3:15]. The yield is 0.780. (9) The reactants are FC(F)(F)S(O[C:7]1[CH:15]=[CH:14][C:13]([C:16]2[N:17]([C:32]([O:34][C:35]([CH3:38])([CH3:37])[CH3:36])=[O:33])[C:18]3[C:23]([CH:24]=2)=[CH:22][C:21]([CH2:25][N:26]2[CH2:31][CH2:30][CH2:29][CH2:28][CH2:27]2)=[CH:20][CH:19]=3)=[C:12]2[C:8]=1[CH2:9][NH:10][C:11]2=[O:39])(=O)=O.[C:42](=[O:45])([O-])[O-].[K+].[K+].O. The catalyst is C(COC)OC. The product is [OH:45][C:42]1[C:14]([CH3:13])=[CH:15][C:7]([C:7]2[CH:15]=[CH:14][C:13]([C:16]3[N:17]([C:32]([O:34][C:35]([CH3:38])([CH3:37])[CH3:36])=[O:33])[C:18]4[C:23]([CH:24]=3)=[CH:22][C:21]([CH2:25][N:26]3[CH2:31][CH2:30][CH2:29][CH2:28][CH2:27]3)=[CH:20][CH:19]=4)=[C:12]3[C:8]=2[CH2:9][NH:10][C:11]3=[O:39])=[CH:8][C:12]=1[CH3:11]. The yield is 0.820. (10) The reactants are [CH3:1][N:2]1[C:10]2[C:5](=[CH:6][CH:7]=[CH:8][C:9]=2[CH3:11])[CH:4]=[C:3]1[CH2:12][NH:13][CH3:14].CNCC1C=CC2C(=CC=CC=2)C=1CCC.[ClH:31].[NH2:32][C:33]1[N:38]=[CH:37][C:36](/[CH:39]=[CH:40]/[C:41]([OH:43])=O)=[CH:35][C:34]=1[CH2:44][N:45]1[CH2:50][CH2:49][O:48][CH2:47][CH2:46]1.Cl.CN1CC2C=C(/C=C/C(O)=O)C=NC=2NC(=O)C1. No catalyst specified. The product is [ClH:31].[NH2:32][C:33]1[N:38]=[CH:37][C:36](/[CH:39]=[CH:40]/[C:41]([N:13]([CH2:12][C:3]2[N:2]([CH3:1])[C:10]3[C:5]([CH:4]=2)=[CH:6][CH:7]=[CH:8][C:9]=3[CH3:11])[CH3:14])=[O:43])=[CH:35][C:34]=1[CH2:44][N:45]1[CH2:50][CH2:49][O:48][CH2:47][CH2:46]1. The yield is 0.800.